Dataset: NCI-60 drug combinations with 297,098 pairs across 59 cell lines. Task: Regression. Given two drug SMILES strings and cell line genomic features, predict the synergy score measuring deviation from expected non-interaction effect. (1) Drug 1: CC1C(C(=O)NC(C(=O)N2CCCC2C(=O)N(CC(=O)N(C(C(=O)O1)C(C)C)C)C)C(C)C)NC(=O)C3=C4C(=C(C=C3)C)OC5=C(C(=O)C(=C(C5=N4)C(=O)NC6C(OC(=O)C(N(C(=O)CN(C(=O)C7CCCN7C(=O)C(NC6=O)C(C)C)C)C)C(C)C)C)N)C. Drug 2: CC1=C(C(CCC1)(C)C)C=CC(=CC=CC(=CC(=O)O)C)C. Cell line: CCRF-CEM. Synergy scores: CSS=37.9, Synergy_ZIP=19.4, Synergy_Bliss=19.7, Synergy_Loewe=17.3, Synergy_HSA=22.4. (2) Drug 1: CCC1(CC2CC(C3=C(CCN(C2)C1)C4=CC=CC=C4N3)(C5=C(C=C6C(=C5)C78CCN9C7C(C=CC9)(C(C(C8N6C=O)(C(=O)OC)O)OC(=O)C)CC)OC)C(=O)OC)O.OS(=O)(=O)O. Drug 2: C1C(C(OC1N2C=NC3=C2NC=NCC3O)CO)O. Cell line: OVCAR-4. Synergy scores: CSS=-0.688, Synergy_ZIP=-0.448, Synergy_Bliss=-1.89, Synergy_Loewe=-0.729, Synergy_HSA=-1.64. (3) Drug 1: C1C(C(OC1N2C=C(C(=O)NC2=O)F)CO)O. Drug 2: CC(C)(C#N)C1=CC(=CC(=C1)CN2C=NC=N2)C(C)(C)C#N. Cell line: CCRF-CEM. Synergy scores: CSS=51.7, Synergy_ZIP=5.62, Synergy_Bliss=7.59, Synergy_Loewe=-20.4, Synergy_HSA=5.10. (4) Drug 1: CC(CN1CC(=O)NC(=O)C1)N2CC(=O)NC(=O)C2. Drug 2: C1=CC(=CC=C1CCCC(=O)O)N(CCCl)CCCl. Cell line: NCI/ADR-RES. Synergy scores: CSS=13.9, Synergy_ZIP=-5.24, Synergy_Bliss=3.98, Synergy_Loewe=-8.35, Synergy_HSA=3.81.